The task is: Predict the product of the given reaction.. This data is from Forward reaction prediction with 1.9M reactions from USPTO patents (1976-2016). (1) Given the reactants [CH2:1]([N:8]([CH3:29])[C:9]1[C:10]2[CH2:26][O:25][C:24]([CH3:28])([CH3:27])[CH2:23][C:11]=2[C:12]2[C:16]3=[N:17][CH:18]=[N:19][C:20](Cl)=[C:15]3[S:14][C:13]=2[N:22]=1)[C:2]1[CH:7]=[CH:6][CH:5]=[CH:4][CH:3]=1.[N:30]1([CH2:36][CH2:37][NH2:38])[CH2:35][CH2:34][O:33][CH2:32][CH2:31]1, predict the reaction product. The product is: [CH2:1]([N:8]([CH3:29])[C:9]1[C:10]2[CH2:26][O:25][C:24]([CH3:28])([CH3:27])[CH2:23][C:11]=2[C:12]2[C:16]3=[N:17][CH:18]=[N:19][C:20]([NH:38][CH2:37][CH2:36][N:30]4[CH2:35][CH2:34][O:33][CH2:32][CH2:31]4)=[C:15]3[S:14][C:13]=2[N:22]=1)[C:2]1[CH:7]=[CH:6][CH:5]=[CH:4][CH:3]=1. (2) Given the reactants Br[C:2]1[CH:7]=[CH:6][C:5]([S:8][CH2:9][CH2:10][C:11]([NH2:13])=[O:12])=[C:4]([C:14]([F:17])([F:16])[F:15])[CH:3]=1.C(=O)([O-])[O-].[K+].[K+].[CH3:24][C:25]1[CH:30]=[C:29](B2OC(C)(C)C(C)(C)O2)[CH:28]=[CH:27][N:26]=1.O, predict the reaction product. The product is: [CH3:24][C:25]1[CH:30]=[C:29]([C:2]2[CH:7]=[CH:6][C:5]([S:8][CH2:9][CH2:10][C:11]([NH2:13])=[O:12])=[C:4]([C:14]([F:17])([F:16])[F:15])[CH:3]=2)[CH:28]=[CH:27][N:26]=1. (3) Given the reactants [CH:1]([N:4]1[CH2:9][CH2:8][CH:7]([O:10][C:11]2[CH:19]=[CH:18][C:17]3[N:16]4[CH2:20][CH2:21][NH:22][C:23](=[O:24])[C:15]4=[CH:14][C:13]=3[CH:12]=2)[CH2:6][CH2:5]1)([CH3:3])[CH3:2].[H-].[Na+].Cl[CH2:28][C:29]([NH:31][CH3:32])=[O:30], predict the reaction product. The product is: [CH:1]([N:4]1[CH2:9][CH2:8][CH:7]([O:10][C:11]2[CH:19]=[CH:18][C:17]3[N:16]4[CH2:20][CH2:21][N:22]([CH2:28][C:29]([NH:31][CH3:32])=[O:30])[C:23](=[O:24])[C:15]4=[CH:14][C:13]=3[CH:12]=2)[CH2:6][CH2:5]1)([CH3:3])[CH3:2]. (4) Given the reactants [OH:1][CH2:2][CH:3]([CH2:5][OH:6])[OH:4], predict the reaction product. The product is: [OH:1][CH:2]1[O:4][C@H:3]([CH2:2][OH:1])[C@@H:5]([O:1][C@@H:2]2[O:4][C@H:3]([CH2:5][OH:6])[C@H:2]([OH:1])[C@H:5]([OH:6])[C@H:3]2[OH:4])[C@H:5]([OH:6])[C@H:3]1[OH:4].[CH2:2]([OH:1])[C@H:3]([C@H:5]([C@@H:2]([C@@H:3]([CH2:5][OH:6])[OH:4])[OH:1])[OH:6])[OH:4]. (5) Given the reactants C[O:2][C:3]([C:5]1[C:9]([N+:10]([O-:12])=[O:11])=[CH:8][N:7]([CH:13]2[CH2:18][CH2:17][CH2:16][CH2:15][O:14]2)[N:6]=1)=O.[H-].C([Al+]CC(C)C)C(C)C, predict the reaction product. The product is: [N+:10]([C:9]1[C:5]([CH2:3][OH:2])=[N:6][N:7]([CH:13]2[CH2:18][CH2:17][CH2:16][CH2:15][O:14]2)[CH:8]=1)([O-:12])=[O:11]. (6) The product is: [Cl:19][C:16]1[CH:17]=[CH:18][C:13]([C:12]2[C:8]([C:5]3[CH:4]=[CH:3][C:2]([NH:1][S:30]([CH3:29])(=[O:32])=[O:31])=[CH:7][CH:6]=3)=[C:9](/[CH:22]=[CH:23]/[C:24]([O:26][CH2:27][CH3:28])=[O:25])[S:10][CH:11]=2)=[C:14]([O:20][CH3:21])[CH:15]=1. Given the reactants [NH2:1][C:2]1[CH:7]=[CH:6][C:5]([C:8]2[C:12]([C:13]3[CH:18]=[CH:17][C:16]([Cl:19])=[CH:15][C:14]=3[O:20][CH3:21])=[CH:11][S:10][C:9]=2/[CH:22]=[CH:23]/[C:24]([O:26][CH2:27][CH3:28])=[O:25])=[CH:4][CH:3]=1.[CH3:29][S:30](Cl)(=[O:32])=[O:31], predict the reaction product. (7) Given the reactants [CH3:1][O:2][C:3]1[CH:4]=[C:5]([CH:9]2[S:14](=[O:16])(=[O:15])[CH2:13][CH2:12][NH:11][CH2:10]2)[CH:6]=[CH:7][CH:8]=1.[F:17][C:18]([F:23])([F:22])[C@@H:19]1[CH2:21][O:20]1, predict the reaction product. The product is: [F:17][C:18]([F:23])([F:22])[C@@H:19]([OH:20])[CH2:21][N:11]1[CH2:12][CH2:13][S:14](=[O:16])(=[O:15])[CH:9]([C:5]2[CH:6]=[CH:7][CH:8]=[C:3]([O:2][CH3:1])[CH:4]=2)[CH2:10]1.